From a dataset of Catalyst prediction with 721,799 reactions and 888 catalyst types from USPTO. Predict which catalyst facilitates the given reaction. (1) Reactant: [NH2:1][C:2]1[NH:6][N:5]=[CH:4][C:3]=1[C:7]#[N:8].[CH3:9][O:10][C:11]1[CH:18]=[C:17]([O:19][CH3:20])[CH:16]=[CH:15][C:12]=1[CH:13]=O.[CH:21]1([N+:27]#[C-:28])[CH2:26][CH2:25][CH2:24][CH2:23][CH2:22]1.Cl(O)(=O)(=O)=O. Product: [CH:21]1([NH:27][C:28]2[N:6]3[N:5]=[CH:4][C:3]([C:7]#[N:8])=[C:2]3[NH:1][C:13]=2[C:12]2[CH:15]=[CH:16][C:17]([O:19][CH3:20])=[CH:18][C:11]=2[O:10][CH3:9])[CH2:26][CH2:25][CH2:24][CH2:23][CH2:22]1. The catalyst class is: 5. (2) Reactant: [F:1][C:2]1[CH:30]=[CH:29][C:5]([C:6](/[N:8]=[C:9](\[NH:16][C:17]2[NH:21][N:20]=[C:19]([C:22]3[CH:27]=[CH:26][C:25]([F:28])=[CH:24][CH:23]=3)[CH:18]=2)/[NH:10][C:11]([CH3:15])([CH3:14])[CH2:12]O)=[O:7])=[CH:4][CH:3]=1.C1(P(C2C=CC=CC=2)C2C=CC=CC=2)C=CC=CC=1.N(C(OC(C)C)=O)=NC(OC(C)C)=O. Product: [F:1][C:2]1[CH:30]=[CH:29][C:5]([C:6](/[N:8]=[C:9]2\[NH:16][C:17]3[N:21]([N:20]=[C:19]([C:22]4[CH:27]=[CH:26][C:25]([F:28])=[CH:24][CH:23]=4)[CH:18]=3)[CH2:12][C:11]([CH3:15])([CH3:14])[NH:10]\2)=[O:7])=[CH:4][CH:3]=1. The catalyst class is: 1. (3) Reactant: Cl[C:2]1[CH:7]=[C:6]([O:8][C:9]2[C:10]([CH3:16])=[CH:11][C:12]([NH2:15])=[N:13][CH:14]=2)[CH:5]=[CH:4][N:3]=1.[CH3:17][N:18]1[CH:22]=[C:21](B2OC(C)(C)C(C)(C)O2)[CH:20]=[N:19]1.C(=O)([O-])[O-].[Cs+].[Cs+].O. Product: [CH3:16][C:10]1[C:9]([O:8][C:6]2[CH:5]=[CH:4][N:3]=[C:2]([C:21]3[CH:20]=[N:19][N:18]([CH3:17])[CH:22]=3)[CH:7]=2)=[CH:14][N:13]=[C:12]([NH2:15])[CH:11]=1. The catalyst class is: 3.